This data is from Full USPTO retrosynthesis dataset with 1.9M reactions from patents (1976-2016). The task is: Predict the reactants needed to synthesize the given product. (1) Given the product [CH2:19]([O:18][C:16](=[O:17])[CH2:15][N:6]1[C:2]([CH3:1])=[CH:3][CH:4]=[C:5]1[C:7]([O:9][CH2:10][CH3:11])=[O:8])[CH3:20], predict the reactants needed to synthesize it. The reactants are: [CH3:1][C:2]1[NH:6][C:5]([C:7]([O:9][CH2:10][CH3:11])=[O:8])=[CH:4][CH:3]=1.[H-].[Na+].Br[CH2:15][C:16]([O:18][CH2:19][CH3:20])=[O:17]. (2) The reactants are: C(Cl)(=O)C(Cl)=O.CS(C)=O.[CH3:11][O:12][CH2:13][CH2:14][NH:15][C:16]([NH:18][C:19]1[CH:20]=[C:21]([CH:24]=[CH:25][CH:26]=1)[CH2:22][OH:23])=[O:17].C(N(CC)CC)C. Given the product [CH3:11][O:12][CH2:13][CH2:14][NH:15][C:16]([NH:18][C:19]1[CH:20]=[C:21]([CH:24]=[CH:25][CH:26]=1)[CH:22]=[O:23])=[O:17], predict the reactants needed to synthesize it. (3) Given the product [CH3:1][C:2]1[N:6]([CH2:7][C:8]([N:10]2[CH2:15][CH2:14][CH:13]([C:16]3[S:17][CH:18]=[C:19]([C:21]([O:23][CH2:35][C:30]4[CH:31]=[CH:32][CH:33]=[CH:34][C:29]=4[Br:28])=[O:22])[N:20]=3)[CH2:12][CH2:11]2)=[O:9])[N:5]=[C:4]([C:24]([F:27])([F:25])[F:26])[CH:3]=1, predict the reactants needed to synthesize it. The reactants are: [CH3:1][C:2]1[N:6]([CH2:7][C:8]([N:10]2[CH2:15][CH2:14][CH:13]([C:16]3[S:17][CH:18]=[C:19]([C:21]([OH:23])=[O:22])[N:20]=3)[CH2:12][CH2:11]2)=[O:9])[N:5]=[C:4]([C:24]([F:27])([F:26])[F:25])[CH:3]=1.[Br:28][C:29]1[CH:34]=[CH:33][CH:32]=[CH:31][C:30]=1[CH2:35]O. (4) Given the product [CH2:1]([O:3][C:4](=[O:17])[CH2:5][CH:6]1[C:14]2[C:9](=[C:10]([NH2:15])[CH:11]=[CH:12][CH:13]=2)[C:8](=[O:16])[O:7]1)[CH3:2], predict the reactants needed to synthesize it. The reactants are: [CH2:1]([O:3][C:4](=[O:17])[CH:5]=[C:6]1[C:14]2[C:9](=[C:10]([NH2:15])[CH:11]=[CH:12][CH:13]=2)[C:8](=[O:16])[O:7]1)[CH3:2].